From a dataset of Forward reaction prediction with 1.9M reactions from USPTO patents (1976-2016). Predict the product of the given reaction. (1) Given the reactants [CH2:1]([CH:8]1[NH:13][CH2:12][CH2:11][N:10]([C:14]2[CH:19]=[CH:18][C:17]([O:20][CH3:21])=[C:16]([O:22][CH:23]3[CH2:26][CH2:25][CH2:24]3)[CH:15]=2)[CH2:9]1)[C:2]1[CH:7]=[CH:6][CH:5]=[CH:4][CH:3]=1.Cl[C:28]1[N:33]=[CH:32][CH:31]=[CH:30][N:29]=1.C(N(C(C)C)CC)(C)C.CS(C)=O, predict the reaction product. The product is: [CH2:1]([C@H:8]1[CH2:9][N:10]([C:14]2[CH:19]=[CH:18][C:17]([O:20][CH3:21])=[C:16]([O:22][CH:23]3[CH2:26][CH2:25][CH2:24]3)[CH:15]=2)[CH2:11][CH2:12][N:13]1[C:28]1[N:33]=[CH:32][CH:31]=[CH:30][N:29]=1)[C:2]1[CH:3]=[CH:4][CH:5]=[CH:6][CH:7]=1. (2) Given the reactants [N+:1]([C:4]1[CH:9]=[CH:8][CH:7]=[CH:6][C:5]=1[N:10]1[CH2:15][CH2:14][NH:13][CH2:12][CH2:11]1)([O-:3])=[O:2].[C:16](O[C:16]([O:18][C:19]([CH3:22])([CH3:21])[CH3:20])=[O:17])([O:18][C:19]([CH3:22])([CH3:21])[CH3:20])=[O:17], predict the reaction product. The product is: [N+:1]([C:4]1[CH:9]=[CH:8][CH:7]=[CH:6][C:5]=1[N:10]1[CH2:11][CH2:12][N:13]([C:16]([O:18][C:19]([CH3:22])([CH3:21])[CH3:20])=[O:17])[CH2:14][CH2:15]1)([O-:3])=[O:2]. (3) The product is: [O:17]1[CH2:21][CH2:20][CH:19]([CH2:22][NH:23][C:24]([C:26]2[C:30]([CH:13]=[O:12])=[C:29]([CH2:31][CH2:32][CH2:33][C:34]3[CH:43]=[CH:42][C:41]4[C:36](=[CH:37][CH:38]=[CH:39][CH:40]=4)[CH:35]=3)[O:28][N:27]=2)=[O:25])[CH2:18]1. Given the reactants CCCCCC.C([Li])CCC.[O:12]1CCC[CH2:13]1.[O:17]1[CH2:21][CH2:20][CH:19]([CH2:22][NH:23][C:24]([C:26]2[CH:30]=[C:29]([CH2:31][CH2:32][CH2:33][C:34]3[CH:43]=[CH:42][C:41]4[C:36](=[CH:37][CH:38]=[CH:39][CH:40]=4)[CH:35]=3)[O:28][N:27]=2)=[O:25])[CH2:18]1.Cl, predict the reaction product. (4) Given the reactants [CH:1]1([Mg]Cl)[CH2:6][CH2:5][CH2:4][CH2:3][CH2:2]1.[F:9][C:10]1[CH:23]=[C:22]([O:24][CH3:25])[CH:21]=[C:20](F)[C:11]=1[C:12]([NH:14][C:15]([CH3:19])([CH3:18])[CH2:16][OH:17])=O.O.C(OCC)(=O)C, predict the reaction product. The product is: [CH:1]1([C:20]2[CH:21]=[C:22]([O:24][CH3:25])[CH:23]=[C:10]([F:9])[C:11]=2[C:12]2[O:17][CH2:16][C:15]([CH3:19])([CH3:18])[N:14]=2)[CH2:6][CH2:5][CH2:4][CH2:3][CH2:2]1. (5) Given the reactants [CH3:1][O:2][C:3]([C:5]1[C:6]2[CH:7](O)[C:8]([CH3:24])([CH3:23])[CH:9]([C:16]3[CH:21]=[CH:20][CH:19]=[C:18]([Br:22])[CH:17]=3)[NH:10][C:11]=2[C:12]([F:15])=[CH:13][CH:14]=1)=[O:4].C([SiH](CC)CC)C, predict the reaction product. The product is: [CH3:1][O:2][C:3]([C:5]1[C:6]2[CH2:7][C:8]([CH3:24])([CH3:23])[CH:9]([C:16]3[CH:21]=[CH:20][CH:19]=[C:18]([Br:22])[CH:17]=3)[NH:10][C:11]=2[C:12]([F:15])=[CH:13][CH:14]=1)=[O:4]. (6) Given the reactants [CH3:1][O:2][C:3]([C:5]1([C:8]2[CH:13]=[C:12]([I:14])[C:11]([OH:15])=[C:10]([I:16])[CH:9]=2)[CH2:7][CH2:6]1)=[O:4].Cl[CH2:18][C:19]([CH3:21])=[CH2:20], predict the reaction product. The product is: [CH3:1][O:2][C:3]([C:5]1([C:8]2[CH:9]=[C:10]([I:16])[C:11]([O:15][CH2:20][C:19]([CH3:21])=[CH2:18])=[C:12]([I:14])[CH:13]=2)[CH2:7][CH2:6]1)=[O:4].